Dataset: Peptide-MHC class II binding affinity with 134,281 pairs from IEDB. Task: Regression. Given a peptide amino acid sequence and an MHC pseudo amino acid sequence, predict their binding affinity value. This is MHC class II binding data. (1) The peptide sequence is IGRIAETILGYNPSA. The MHC is HLA-DQA10101-DQB10501 with pseudo-sequence HLA-DQA10101-DQB10501. The binding affinity (normalized) is 0.184. (2) The MHC is HLA-DPA10201-DPB10501 with pseudo-sequence HLA-DPA10201-DPB10501. The binding affinity (normalized) is 0.0264. The peptide sequence is KFYFNKRLNQLTR. (3) The MHC is DRB1_1101 with pseudo-sequence DRB1_1101. The peptide sequence is GKATLECQVQTAVDFKK. The binding affinity (normalized) is 0.253. (4) The peptide sequence is CFAPLYHAMDVTTQ. The MHC is DRB1_0802 with pseudo-sequence DRB1_0802. The binding affinity (normalized) is 0.222.